This data is from Full USPTO retrosynthesis dataset with 1.9M reactions from patents (1976-2016). The task is: Predict the reactants needed to synthesize the given product. (1) Given the product [Br:1][C:2]1[C:3]([CH3:9])=[C:4]([CH:5]=[CH:6][CH:7]=1)[O:8][Si:20]([C:23]([CH3:26])([CH3:25])[CH3:24])([CH3:22])[CH3:21], predict the reactants needed to synthesize it. The reactants are: [Br:1][C:2]1[C:3]([CH3:9])=[C:4]([OH:8])[CH:5]=[CH:6][CH:7]=1.N1C=CN=C1.CN(C=O)C.[Si:20](Cl)([C:23]([CH3:26])([CH3:25])[CH3:24])([CH3:22])[CH3:21]. (2) Given the product [CH3:21][O:20][C:18]1[CH:17]=[C:5]([CH:4]=[C:3]([O:2][CH3:1])[CH:19]=1)/[CH:6]=[C:7]1\[CH2:8][CH2:9][C:10]2[C:15]\1=[C:14]([O:16][CH2:23][C:24]1[CH:33]=[CH:32][C:27]([C:28]([O:30][CH3:31])=[O:29])=[CH:26][CH:25]=1)[CH:13]=[CH:12][CH:11]=2, predict the reactants needed to synthesize it. The reactants are: [CH3:1][O:2][C:3]1[CH:4]=[C:5]([CH:17]=[C:18]([O:20][CH3:21])[CH:19]=1)[CH2:6][C:7]1[C:15]2[C:14]([OH:16])=[CH:13][CH:12]=[CH:11][C:10]=2[CH2:9][CH:8]=1.Br[CH2:23][C:24]1[CH:33]=[CH:32][C:27]([C:28]([O:30][CH3:31])=[O:29])=[CH:26][CH:25]=1.C([O-])([O-])=O.[K+].[K+]. (3) Given the product [CH3:1][C:2]1[C:6]([C:7]2[C:8](=[O:18])[NH:9][C:10](=[O:17])[N:11]([CH2:13][CH2:14][CH2:15][N:29]3[CH2:30][C@H:31]4[C@:27]([C:24]5[CH:23]=[CH:22][C:21]([C:20]([F:19])([F:34])[F:33])=[CH:26][CH:25]=5)([CH2:32]4)[CH2:28]3)[CH:12]=2)=[CH:5][S:4][N:3]=1, predict the reactants needed to synthesize it. The reactants are: [CH3:1][C:2]1[C:6]([C:7]2[C:8](=[O:18])[NH:9][C:10](=[O:17])[N:11]([CH2:13][CH2:14][CH:15]=O)[CH:12]=2)=[CH:5][S:4][N:3]=1.[F:19][C:20]([F:34])([F:33])[C:21]1[CH:26]=[CH:25][C:24]([C@:27]23[CH2:32][C@H:31]2[CH2:30][NH:29][CH2:28]3)=[CH:23][CH:22]=1.C(O)(=O)C.C(O[BH-](OC(=O)C)OC(=O)C)(=O)C.[Na+].C([O-])(O)=O.[Na+]. (4) Given the product [CH3:1][C:2]1([CH3:25])[CH2:11][CH2:10][C:9]([CH3:12])([CH3:13])[C:8]2[CH:7]=[C:6]([CH2:14][C:15]3[CH:16]=[C:17]([CH:20]=[O:21])[O:18][CH:19]=3)[CH:5]=[CH:4][C:3]1=2, predict the reactants needed to synthesize it. The reactants are: [CH3:1][C:2]1([CH3:25])[CH2:11][CH2:10][C:9]([CH3:13])([CH3:12])[C:8]2[CH:7]=[C:6]([CH2:14][C:15]3[CH:16]=[C:17]([CH:20]4OCC[O:21]4)[O:18][CH:19]=3)[CH:5]=[CH:4][C:3]1=2.Cl.